This data is from Reaction yield outcomes from USPTO patents with 853,638 reactions. The task is: Predict the reaction yield, written as a fraction of the theoretical maximum amount of product (1.0 means a 100% yield; for example, 0.34 means a 34% yield). (1) The reactants are C(OC(=O)[NH:7][CH:8]1[CH2:13][CH2:12][N:11]([CH2:14][CH2:15][N:16]2[C:25]3[C:20](=[C:21]([C:27]#[N:28])[CH:22]=[C:23]([F:26])[CH:24]=3)[CH:19]=[CH:18][C:17]2=[O:29])[CH2:10][CH2:9]1)(C)(C)C.C(OC(=O)NC1CCN(CCN2C3C(=C(F)C=C(C#N)C=3)C=CC2=O)CC1)(C)(C)C.FC(F)(F)C(O)=O.NC1CCN(CCN2C3C(=CC=C(F)C=3)N=CC2=O)CC1. The catalyst is ClCCl. The product is [NH2:7][CH:8]1[CH2:9][CH2:10][N:11]([CH2:14][CH2:15][N:16]2[C:25]3[C:24](=[C:23]([F:26])[CH:22]=[C:21]([C:27]#[N:28])[CH:20]=3)[CH:19]=[CH:18][C:17]2=[O:29])[CH2:12][CH2:13]1. The yield is 0.920. (2) The reactants are CO[C:3]([C:5]1[N:6]=[CH:7][C:8]2[N:9]([CH:20]=[N:21][CH:22]=2)[C:10]=1[NH:11][C:12]1[CH:17]=[CH:16][C:15]([Br:18])=[CH:14][C:13]=1[F:19])=[O:4].[CH:23]([O:25][CH2:26][CH2:27][O:28][NH2:29])=[CH2:24].C[Si](C)(C)[N-][Si](C)(C)C.[Li+]. The yield is 0.894. The catalyst is C1COCC1. The product is [Br:18][C:15]1[CH:16]=[CH:17][C:12]([NH:11][C:10]2[N:9]3[CH:20]=[N:21][CH:22]=[C:8]3[CH:7]=[N:6][C:5]=2[C:3]([NH:29][O:28][CH2:27][CH2:26][O:25][CH:23]=[CH2:24])=[O:4])=[C:13]([F:19])[CH:14]=1.